Task: Predict the product of the given reaction.. Dataset: Forward reaction prediction with 1.9M reactions from USPTO patents (1976-2016) (1) Given the reactants [Cl:1][C:2]1[CH:7]=[CH:6][C:5]([C:8]2[NH:12][C:11]3[CH:13]=[CH:14][CH:15]=[C:16]([C:17]([OH:19])=[O:18])[C:10]=3[N:9]=2)=[C:4]([C:20]([F:23])([F:22])[F:21])[CH:3]=1.CO.[C:26](Cl)(=O)C(Cl)=O, predict the reaction product. The product is: [Cl:1][C:2]1[CH:7]=[CH:6][C:5]([C:8]2[NH:12][C:11]3[CH:13]=[CH:14][CH:15]=[C:16]([C:17]([O:19][CH3:26])=[O:18])[C:10]=3[N:9]=2)=[C:4]([C:20]([F:22])([F:23])[F:21])[CH:3]=1. (2) Given the reactants [CH2:1]([O:5][C:6]1[CH:37]=[CH:36][CH:35]=[CH:34][C:7]=1[CH2:8][N:9]1[CH2:33][CH2:32][C:12]2([CH2:17][CH2:16][N:15]([C:18]([C:20]3[CH:21]=[C:22]([CH2:26][C:27]([O:29]CC)=[O:28])[CH:23]=[CH:24][CH:25]=3)=[O:19])[CH2:14][CH2:13]2)[CH2:11][CH2:10]1)[CH:2]([CH3:4])[CH3:3].[OH-].[Li+], predict the reaction product. The product is: [CH2:1]([O:5][C:6]1[CH:37]=[CH:36][CH:35]=[CH:34][C:7]=1[CH2:8][N:9]1[CH2:10][CH2:11][C:12]2([CH2:13][CH2:14][N:15]([C:18]([C:20]3[CH:21]=[C:22]([CH2:26][C:27]([OH:29])=[O:28])[CH:23]=[CH:24][CH:25]=3)=[O:19])[CH2:16][CH2:17]2)[CH2:32][CH2:33]1)[CH:2]([CH3:4])[CH3:3]. (3) Given the reactants [NH:1]1[C:5]2[CH:6]=[C:7]([C:10]3[N:14]=[C:13]([C:15]4[CH:16]=[CH:17][C:18]([O:23][CH:24]([CH3:29])[C:25]([F:28])([F:27])[F:26])=[C:19]([CH:22]=4)[CH:20]=[O:21])[O:12][N:11]=3)[CH:8]=[CH:9][C:4]=2[N:3]=[CH:2]1.P([O-])(O)(O)=[O:31].[K+].CC(=CC)C.[Cl:41]([O-])=O.[Na+], predict the reaction product. The product is: [ClH:41].[NH:3]1[C:4]2[CH:9]=[CH:8][C:7]([C:10]3[N:14]=[C:13]([C:15]4[CH:16]=[CH:17][C:18]([O:23][CH:24]([CH3:29])[C:25]([F:27])([F:28])[F:26])=[C:19]([CH:22]=4)[C:20]([OH:31])=[O:21])[O:12][N:11]=3)=[CH:6][C:5]=2[N:1]=[CH:2]1. (4) Given the reactants [NH:1]([C:10]([O:12]CC1C2C(=CC=CC=2)C2C1=CC=CC=2)=O)[C@H:2]([C:7](O)=O)[C@H:3]([CH2:5][CH3:6])[CH3:4].[NH2:27][C@H:28](C(O)=O)[CH2:29][CH:30]([CH3:32])[CH3:31], predict the reaction product. The product is: [CH:3]([C@@H:2]1[NH:1][C:10](=[O:12])[C@H:28]([CH2:29][CH:30]([CH3:32])[CH3:31])[NH:27][CH2:7]1)([CH2:5][CH3:6])[CH3:4]. (5) Given the reactants C([N:4](CC=C)[C@@H:5]([C:7]1[CH:12]=[CH:11][C:10]([C:13]([OH:16])([CH3:15])[CH3:14])=[CH:9][CH:8]=1)[CH3:6])C=C.[NH4+].[OH-], predict the reaction product. The product is: [NH2:4][C@@H:5]([C:7]1[CH:12]=[CH:11][C:10]([C:13]([OH:16])([CH3:15])[CH3:14])=[CH:9][CH:8]=1)[CH3:6].